This data is from Full USPTO retrosynthesis dataset with 1.9M reactions from patents (1976-2016). The task is: Predict the reactants needed to synthesize the given product. (1) Given the product [CH2:34]([N:43]1[C:48](=[O:49])[C:47]([CH2:50][N:11]2[CH2:12][CH2:13][N:8]([CH3:6])[CH2:9][CH2:10]2)=[CH:46][C:45]([C:56]2[CH:61]=[CH:60][C:59]([F:62])=[C:58]([CH3:63])[CH:57]=2)=[N:44]1)[CH:35]=[CH:36][C:37]1[CH:42]=[CH:41][CH:40]=[CH:39][CH:38]=1, predict the reactants needed to synthesize it. The reactants are: C(O[C:6]([N:8]1[CH2:13][CH2:12][N:11](C2C(=O)N(CC(C)C)N=C(C3C=CC(C)=C(F)C=3)C=2C)[CH2:10][CH2:9]1)=O)(C)(C)C.[CH2:34]([N:43]1[C:48](=[O:49])[C:47]([CH2:50]OS(C)(=O)=O)=[CH:46][C:45]([C:56]2[CH:61]=[CH:60][C:59]([F:62])=[C:58]([CH3:63])[CH:57]=2)=[N:44]1)[CH:35]=[CH:36][C:37]1[CH:42]=[CH:41][CH:40]=[CH:39][CH:38]=1.CN1CCNCC1. (2) Given the product [CH3:1][C:2]1[N:7]=[C:6]([C:8]2[NH:10][O:11][C:19](=[O:20])[N:9]=2)[CH:5]=[C:4]([C:12]2[CH:17]=[CH:16][CH:15]=[C:14]([F:18])[CH:13]=2)[N:3]=1, predict the reactants needed to synthesize it. The reactants are: [CH3:1][C:2]1[N:7]=[C:6]([C:8](=[N:10][OH:11])[NH2:9])[CH:5]=[C:4]([C:12]2[CH:17]=[CH:16][CH:15]=[C:14]([F:18])[CH:13]=2)[N:3]=1.[C:19](N1C=CN=C1)(N1C=CN=C1)=[O:20].N12CCCN=C1CCCCC2.Cl.